From a dataset of Catalyst prediction with 721,799 reactions and 888 catalyst types from USPTO. Predict which catalyst facilitates the given reaction. (1) Reactant: Cl[C:2]1[C:7]([N+:8]([O-:10])=[O:9])=[CH:6][NH:5][C:4](=[O:11])[CH:3]=1.[F:12][C:13]1[CH:19]=[C:18]([I:20])[CH:17]=[CH:16][C:14]=1[NH2:15].O. Product: [F:12][C:13]1[CH:19]=[C:18]([I:20])[CH:17]=[CH:16][C:14]=1[NH:15][C:2]1[C:7]([N+:8]([O-:10])=[O:9])=[CH:6][NH:5][C:4](=[O:11])[CH:3]=1. The catalyst class is: 811. (2) Reactant: [O:1]1[C:5]2[CH:6]=[CH:7][C:8]([C:10]3[C:11]([C:15]4[CH:20]=[CH:19][CH:18]=[C:17]([Br:21])[N:16]=4)=[N:12][NH:13][CH:14]=3)=[CH:9][C:4]=2[O:3][CH2:2]1.[CH3:22][N:23]([CH3:28])[S:24](Cl)(=[O:26])=[O:25].C(N(CC)CC)C. Product: [CH3:22][N:23]([CH3:28])[S:24]([N:13]1[CH:14]=[C:10]([C:8]2[CH:7]=[CH:6][C:5]3[O:1][CH2:2][O:3][C:4]=3[CH:9]=2)[C:11]([C:15]2[CH:20]=[CH:19][CH:18]=[C:17]([Br:21])[N:16]=2)=[N:12]1)(=[O:26])=[O:25]. The catalyst class is: 64. (3) Reactant: Cl[C:2]1[CH:7]=[C:6]([N:8]([C:16]2[CH:21]=[CH:20][C:19]([F:22])=[CH:18][CH:17]=2)[C:9]([O:11][C:12]([CH3:15])([CH3:14])[CH3:13])=[O:10])[N:5]2[N:23]=[CH:24][CH:25]=[C:4]2[N:3]=1.[C:26]1(B(O)O)[CH:31]=[CH:30][CH:29]=[CH:28][CH:27]=1.C(=O)([O-])[O-].[Na+].[Na+]. Product: [C:26]1([C:2]2[CH:7]=[C:6]([N:8]([C:16]3[CH:21]=[CH:20][C:19]([F:22])=[CH:18][CH:17]=3)[C:9]([O:11][C:12]([CH3:15])([CH3:14])[CH3:13])=[O:10])[N:5]3[N:23]=[CH:24][CH:25]=[C:4]3[N:3]=2)[CH:31]=[CH:30][CH:29]=[CH:28][CH:27]=1. The catalyst class is: 398.